Task: Regression/Classification. Given a drug SMILES string, predict its absorption, distribution, metabolism, or excretion properties. Task type varies by dataset: regression for continuous measurements (e.g., permeability, clearance, half-life) or binary classification for categorical outcomes (e.g., BBB penetration, CYP inhibition). Dataset: cyp3a4_veith.. Dataset: CYP3A4 inhibition data for predicting drug metabolism from PubChem BioAssay (1) The drug is O=C(NCCCN1CCCCCC1)[C@@H](c1ccccc1)C1CCCCC1. The result is 1 (inhibitor). (2) The compound is CCOc1ccc(NC(=O)N2CCC(C(N)=O)(N3CCCCC3)CC2)cc1. The result is 0 (non-inhibitor). (3) The molecule is Cc1ccc(SCC(=O)Nc2cccc(NC(=O)c3ccco3)c2)cc1. The result is 1 (inhibitor).